From a dataset of Forward reaction prediction with 1.9M reactions from USPTO patents (1976-2016). Predict the product of the given reaction. (1) The product is: [Cl:17][C:10]1[CH:9]=[CH:8][N:7]=[C:6]2[NH:12][C:3]([CH2:1][CH3:2])=[CH:4][C:5]=12. Given the reactants [CH2:1]([C:3]1[NH:12][C:6]2=[N+:7]([O-])[CH:8]=[CH:9][CH:10]=[C:5]2[CH:4]=1)[CH3:2].CS([Cl:17])(=O)=O.[OH-].[Na+], predict the reaction product. (2) Given the reactants [C:1]([NH:18][CH2:19]CC(O)=O)([O:3][CH2:4][CH:5]1[C:17]2[C:12](=[CH:13][CH:14]=[CH:15][CH:16]=2)[C:11]2[C:6]1=[CH:7][CH:8]=[CH:9][CH:10]=2)=[O:2].[NH:24]1[CH2:29][CH2:28][CH2:27][CH2:26][CH2:25]1.C1C2C(N(CC3C=C[C:52]([C:53]([OH:55])=[O:54])=[CH:51]C=3)C(OC)=O)C3C(=CC=CC=3)C=2C=CC=1.F[P-](F)(F)(F)(F)F.Br[P+](N1[CH2:81][CH2:80]CC1)(N1CCCC1)N1CCCC1.CN(C=[O:86])C, predict the reaction product. The product is: [CH:16]1[C:17]2[CH:5]([CH2:4][O:3][C:1]([NH:18][CH2:19][C:25]3[CH:81]=[CH:80][C:28]([C:29]([NH:24][CH2:51][CH2:52][C:53]([OH:55])=[O:54])=[O:86])=[CH:27][CH:26]=3)=[O:2])[C:6]3[C:11](=[CH:10][CH:9]=[CH:8][CH:7]=3)[C:12]=2[CH:13]=[CH:14][CH:15]=1. (3) Given the reactants [CH3:1][NH:2][CH2:3][CH:4]([C:6]1[N:11]=[CH:10][CH:9]=[CH:8][N:7]=1)[OH:5].[Cl:12][C:13]1[CH:35]=[CH:34][C:16]([CH2:17][NH:18][C:19]([C:21]2[C:22](=[O:33])[C:23]3[CH:30]=[C:29]([CH2:31]Cl)[S:28][C:24]=3[N:25]([CH3:27])[CH:26]=2)=[O:20])=[CH:15][CH:14]=1.C(N(CC)C(C)C)(C)C, predict the reaction product. The product is: [Cl:12][C:13]1[CH:35]=[CH:34][C:16]([CH2:17][NH:18][C:19]([C:21]2[C:22](=[O:33])[C:23]3[CH:30]=[C:29]([CH2:31][N:2]([CH2:3][CH:4]([OH:5])[C:6]4[N:7]=[CH:8][CH:9]=[CH:10][N:11]=4)[CH3:1])[S:28][C:24]=3[N:25]([CH3:27])[CH:26]=2)=[O:20])=[CH:15][CH:14]=1.